From a dataset of Catalyst prediction with 721,799 reactions and 888 catalyst types from USPTO. Predict which catalyst facilitates the given reaction. (1) Reactant: [CH2:1]([N:3]([CH2:18][CH3:19])[C:4]1[CH:13]=[C:12]2[C:7]([CH:8]=[C:9]([C:15]([OH:17])=O)[C:10](=[O:14])[O:11]2)=[CH:6][CH:5]=1)[CH3:2].O=P(Cl)(Cl)Cl.[NH2:25][C:26]1[CH:27]=[C:28]([N:41]2[C:45](=[O:46])[CH:44]=[C:43]([O:47][CH3:48])[C:42]2=[O:49])[CH:29]=[C:30]([N:32]2[C:36](=[O:37])[CH:35]=[C:34]([O:38][CH3:39])[C:33]2=[O:40])[CH:31]=1. Product: [CH3:39][O:38][C:34]1[C:33](=[O:40])[N:32]([C:30]2[CH:31]=[C:26]([NH:25][C:15]([C:9]3[C:10](=[O:14])[O:11][C:12]4[C:7]([CH:8]=3)=[CH:6][CH:5]=[C:4]([N:3]([CH2:1][CH3:2])[CH2:18][CH3:19])[CH:13]=4)=[O:17])[CH:27]=[C:28]([N:41]3[C:45](=[O:46])[CH:44]=[C:43]([O:47][CH3:48])[C:42]3=[O:49])[CH:29]=2)[C:36](=[O:37])[CH:35]=1. The catalyst class is: 26. (2) Reactant: [CH3:1][C:2]1[CH:7]=[CH:6][CH:5]=[CH:4][C:3]=1[SH:8].[OH-].[K+].Br[C:12]([CH3:21])([CH3:20])[C:13]([O:15][C:16]([CH3:19])([CH3:18])[CH3:17])=[O:14]. Product: [CH3:20][C:12]([S:8][C:3]1[CH:4]=[CH:5][CH:6]=[CH:7][C:2]=1[CH3:1])([CH3:21])[C:13]([O:15][C:16]([CH3:19])([CH3:18])[CH3:17])=[O:14]. The catalyst class is: 8. (3) Reactant: C(N(C(C)C)CC)(C)C.[NH2:10][C:11]1[CH:12]=[C:13]([NH:25][S:26]([C:29]2[CH:34]=[CH:33][CH:32]=[CH:31][CH:30]=2)(=[O:28])=[O:27])[CH:14]=[CH:15][C:16]=1[NH:17][CH2:18][CH:19]1[CH2:24][CH2:23][CH2:22][CH2:21][CH2:20]1.[CH3:35][C:36]1([C:39](O)=O)[CH2:38][CH2:37]1.CN(C(ON1N=NC2C=CC=NC1=2)=[N+](C)C)C.F[P-](F)(F)(F)(F)F. Product: [CH:19]1([CH2:18][N:17]2[C:16]3[CH:15]=[CH:14][C:13]([NH:25][S:26]([C:29]4[CH:30]=[CH:31][CH:32]=[CH:33][CH:34]=4)(=[O:28])=[O:27])=[CH:12][C:11]=3[N:10]=[C:35]2[C:36]2([CH3:39])[CH2:38][CH2:37]2)[CH2:20][CH2:21][CH2:22][CH2:23][CH2:24]1. The catalyst class is: 18. (4) Reactant: COC[N:4]1[C:8]2[CH:9]=[CH:10][C:11]([CH:13]([C:15]3[CH:19]=[CH:18][N:17]([C:20]4[CH:25]=[CH:24][C:23]([CH:26]5[CH2:30][CH2:29][CH:28]([CH2:31][O:32]C6CCCCO6)[O:27]5)=[CH:22][N:21]=4)[N:16]=3)[CH3:14])=[CH:12][C:7]=2[S:6][C:5]1=[O:39]. Product: [OH:32][CH2:31][CH:28]1[O:27][CH:26]([C:23]2[CH:24]=[CH:25][C:20]([N:17]3[CH:18]=[CH:19][C:15]([CH:13]([C:11]4[CH:10]=[CH:9][C:8]5[NH:4][C:5](=[O:39])[S:6][C:7]=5[CH:12]=4)[CH3:14])=[N:16]3)=[N:21][CH:22]=2)[CH2:30][CH2:29]1. The catalyst class is: 55. (5) Reactant: [OH:1][C:2]1[C:11]2[C:6](=[CH:7][CH:8]=[CH:9][CH:10]=2)[N:5]=[CH:4][CH:3]=1.[F:12][C:13]1[CH:14]=[CH:15][C:16]([O:29][CH3:30])=[C:17]([C:19]([CH3:28])([CH3:27])[CH2:20][C:21]2([CH:24]([F:26])[F:25])[CH2:23][O:22]2)[CH:18]=1.C[Si]([N-][Si](C)(C)C)(C)C.[Na+]. Product: [F:26][CH:24]([F:25])[C:21]([OH:22])([CH2:20][C:19]([C:17]1[CH:18]=[C:13]([F:12])[CH:14]=[CH:15][C:16]=1[O:29][CH3:30])([CH3:28])[CH3:27])[CH2:23][N:5]1[C:6]2[C:11](=[CH:10][CH:9]=[CH:8][CH:7]=2)[C:2](=[O:1])[CH:3]=[CH:4]1. The catalyst class is: 148. (6) Reactant: [Cl:1][C:2]1[CH:3]=[N:4][C:5]2[C:10]([CH:11]=1)=[CH:9][C:8]([CH2:12][C:13]1[CH:14]=[C:15]([CH:20]=[CH:21][N:22]=1)[C:16]([O:18]C)=[O:17])=[CH:7][CH:6]=2.[Li+].[OH-]. Product: [Cl:1][C:2]1[CH:3]=[N:4][C:5]2[C:10]([CH:11]=1)=[CH:9][C:8]([CH2:12][C:13]1[CH:14]=[C:15]([CH:20]=[CH:21][N:22]=1)[C:16]([OH:18])=[O:17])=[CH:7][CH:6]=2. The catalyst class is: 20. (7) Reactant: [CH3:1][O:2][C:3]1[CH:4]=[C:5]2[C:10](=[CH:11][C:12]=1[O:13][CH3:14])[N:9]=[CH:8][CH:7]=[C:6]2[O:15][C:16]1[CH:22]=[CH:21][C:19]([NH2:20])=[CH:18][CH:17]=1.ClC(Cl)(O[C:27](=[O:33])[O:28]C(Cl)(Cl)Cl)Cl.O[N:36]1[C:44](=[O:45])[C:43]2[C:38](=[CH:39][CH:40]=[CH:41][CH:42]=2)[C:37]1=[O:46].C(=O)(O)[O-].[Na+]. Product: [CH3:1][O:2][C:3]1[CH:4]=[C:5]2[C:10](=[CH:11][C:12]=1[O:13][CH3:14])[N:9]=[CH:8][CH:7]=[C:6]2[O:15][C:16]1[CH:22]=[CH:21][C:19]([NH:20][C:27](=[O:33])[O:28][N:36]2[C:44](=[O:45])[C:43]3[C:38](=[CH:39][CH:40]=[CH:41][CH:42]=3)[C:37]2=[O:46])=[CH:18][CH:17]=1. The catalyst class is: 208. (8) Reactant: C[O:2][C:3]([C@@H:5]1[CH2:9][C:8]([F:11])([F:10])[CH2:7][N:6]1[C:12]([O:14][C:15]([CH3:18])([CH3:17])[CH3:16])=[O:13])=[O:4].O.[OH-].[Li+]. Product: [C:15]([O:14][C:12]([N:6]1[CH2:7][C:8]([F:10])([F:11])[CH2:9][C@H:5]1[C:3]([OH:4])=[O:2])=[O:13])([CH3:18])([CH3:16])[CH3:17]. The catalyst class is: 193.